The task is: Predict the product of the given reaction.. This data is from Forward reaction prediction with 1.9M reactions from USPTO patents (1976-2016). (1) Given the reactants [BH4-].[Na+].[CH2:3]([N:10]([CH2:30][C:31]([C:33]1[C:41]2[S:40][C:39](=[O:42])[NH:38][C:37]=2[C:36]([OH:43])=[CH:35][CH:34]=1)=[O:32])[CH2:11][CH2:12][C:13]1[CH:18]=[CH:17][C:16]([O:19][CH2:20][CH2:21][CH2:22][CH2:23][C:24]2[CH:29]=[CH:28][CH:27]=[CH:26][CH:25]=2)=[CH:15][CH:14]=1)[C:4]1[CH:9]=[CH:8][CH:7]=[CH:6][CH:5]=1, predict the reaction product. The product is: [CH2:3]([N:10]([CH2:11][CH2:12][C:13]1[CH:14]=[CH:15][C:16]([O:19][CH2:20][CH2:21][CH2:22][CH2:23][C:24]2[CH:25]=[CH:26][CH:27]=[CH:28][CH:29]=2)=[CH:17][CH:18]=1)[CH2:30][CH:31]([C:33]1[C:41]2[S:40][C:39](=[O:42])[NH:38][C:37]=2[C:36]([OH:43])=[CH:35][CH:34]=1)[OH:32])[C:4]1[CH:5]=[CH:6][CH:7]=[CH:8][CH:9]=1. (2) Given the reactants [CH:1]([N:4]1[C:9](=[O:10])[CH:8]=[CH:7][C:6]([CH:11]([NH:20][CH2:21][C:22]([O:24]CC)=O)[C:12](=O)[C:13]2[CH:18]=[CH:17][CH:16]=[CH:15][CH:14]=2)=[N:5]1)([CH3:3])[CH3:2].C([O-])(=O)C.[NH4+:31].O.C([O-])(O)=O.[Na+], predict the reaction product. The product is: [OH:24][C:22]1[N:31]=[C:12]([C:13]2[CH:14]=[CH:15][CH:16]=[CH:17][CH:18]=2)[C:11]([C:6]2[CH:7]=[CH:8][C:9](=[O:10])[N:4]([CH:1]([CH3:2])[CH3:3])[N:5]=2)=[N:20][CH:21]=1. (3) Given the reactants [F:1][CH2:2][C:3]1[C:4]([C:9]([O:11]C)=O)=[N:5][CH:6]=[CH:7][N:8]=1.[CH2:13]([C:17]1[CH:18]=[C:19]([CH:21]=[CH:22][C:23]=1[C:24]([O:33][CH3:34])([C:29]([F:32])([F:31])[F:30])[C:25]([F:28])([F:27])[F:26])[NH2:20])[CH:14]([CH3:16])[CH3:15].C[O-].[Na+].Cl, predict the reaction product. The product is: [CH2:13]([C:17]1[CH:18]=[C:19]([NH:20][C:9]([C:4]2[C:3]([CH2:2][F:1])=[N:8][CH:7]=[CH:6][N:5]=2)=[O:11])[CH:21]=[CH:22][C:23]=1[C:24]([O:33][CH3:34])([C:25]([F:28])([F:26])[F:27])[C:29]([F:30])([F:31])[F:32])[CH:14]([CH3:16])[CH3:15]. (4) Given the reactants Br[C:2]1[CH:3]=[C:4]([CH:9]=[CH:10][C:11]=1[O:12][CH:13]1[CH2:18][CH2:17][CH2:16][CH2:15][O:14]1)[C:5]([O:7][CH3:8])=[O:6].CO[C:21]1C=CC=[C:25](OC)[C:26]=1[C:27]1C=CC=CC=1P(C1CCCCC1)C1CCCCC1.P([O-])([O-])([O-])=O.[K+].[K+].[K+].CN(C=O)C.O, predict the reaction product. The product is: [CH3:25][C:26]([CH3:27])=[CH:21][C:2]1[CH:3]=[C:4]([CH:9]=[CH:10][C:11]=1[O:12][CH:13]1[CH2:18][CH2:17][CH2:16][CH2:15][O:14]1)[C:5]([O:7][CH3:8])=[O:6]. (5) Given the reactants Cl[C:2]1[C:11]([CH2:12][C:13]2[CH:18]=[CH:17][C:16]([N:19]3[CH:23]=[CH:22][CH:21]=[N:20]3)=[CH:15][CH:14]=2)=[C:10]([CH3:24])[C:9]2[C:8]([OH:25])=[CH:7][CH:6]=[C:5]([F:26])[C:4]=2[N:3]=1.[C:27](B1OC(C)(C)C(C)(C)O1)([CH3:29])=[CH2:28].O.P([O-])([O-])([O-])=O.[K+].[K+].[K+], predict the reaction product. The product is: [F:26][C:5]1[C:4]2[N:3]=[C:2]([C:27]([CH3:29])=[CH2:28])[C:11]([CH2:12][C:13]3[CH:18]=[CH:17][C:16]([N:19]4[CH:23]=[CH:22][CH:21]=[N:20]4)=[CH:15][CH:14]=3)=[C:10]([CH3:24])[C:9]=2[C:8]([OH:25])=[CH:7][CH:6]=1.